Dataset: Forward reaction prediction with 1.9M reactions from USPTO patents (1976-2016). Task: Predict the product of the given reaction. Given the reactants Cl[C:2]1[N:7]=[C:6]([O:8][C@@H:9]([C@H:11]2[CH2:15][NH:14][C:13](=[O:16])[CH2:12]2)[CH3:10])[C:5]2[N:17]([CH:20]([F:22])[F:21])[CH:18]=[N:19][C:4]=2[CH:3]=1.[O:23]1[CH2:28][CH2:27][N:26]([C:29]2[CH:34]=[CH:33][C:32](B(O)O)=[CH:31][CH:30]=2)[CH2:25][CH2:24]1.[O-]P([O-])([O-])=O.[K+].[K+].[K+], predict the reaction product. The product is: [F:21][CH:20]([F:22])[N:17]1[C:5]2[C:6]([O:8][C@@H:9]([C@H:11]3[CH2:15][NH:14][C:13](=[O:16])[CH2:12]3)[CH3:10])=[N:7][C:2]([C:32]3[CH:31]=[CH:30][C:29]([N:26]4[CH2:25][CH2:24][O:23][CH2:28][CH2:27]4)=[CH:34][CH:33]=3)=[CH:3][C:4]=2[N:19]=[CH:18]1.